Dataset: Catalyst prediction with 721,799 reactions and 888 catalyst types from USPTO. Task: Predict which catalyst facilitates the given reaction. (1) Reactant: [CH3:1][O:2][CH2:3][CH2:4][O:5][CH2:6][N:7]1[CH:11]=[CH:10][CH:9]=[N:8]1.C([Li])CCC.[CH2:17]([O:24][C@@H:25]1[CH2:31][CH2:30][C@@H:29]2[C@@H:27]([O:28]2)[CH2:26]1)[C:18]1[CH:23]=[CH:22][CH:21]=[CH:20][CH:19]=1.C(=O)([O-])O.[Na+]. Product: [CH2:17]([O:24][C@H:25]1[CH2:26][C@H:27]([OH:28])[C@@H:29]([C:11]2[N:7]([CH2:6][O:5][CH2:4][CH2:3][O:2][CH3:1])[N:8]=[CH:9][CH:10]=2)[CH2:30][CH2:31]1)[C:18]1[CH:23]=[CH:22][CH:21]=[CH:20][CH:19]=1. The catalyst class is: 1. (2) Reactant: Cl[CH:2]([C:15]1[CH:20]=[CH:19][CH:18]=[CH:17][CH:16]=1)[C:3]([C:5]1[C:13]2[C:8](=[CH:9][CH:10]=[CH:11][CH:12]=2)[N:7]([CH3:14])[CH:6]=1)=[O:4].C(N(CC)CC)C.[C:28]([O:31][CH2:32][C:33]1[CH:38]=[C:37]([O:39][CH3:40])[CH:36]=[C:35]([NH2:41])[CH:34]=1)(=[O:30])[CH3:29]. Product: [C:28]([O:31][CH2:32][C:33]1[CH:34]=[C:35]([NH:41][CH:2]([C:15]2[CH:20]=[CH:19][CH:18]=[CH:17][CH:16]=2)[C:3]([C:5]2[C:13]3[C:8](=[CH:9][CH:10]=[CH:11][CH:12]=3)[N:7]([CH3:14])[CH:6]=2)=[O:4])[CH:36]=[C:37]([O:39][CH3:40])[CH:38]=1)(=[O:30])[CH3:29]. The catalyst class is: 10.